The task is: Predict the reaction yield, written as a fraction of the theoretical maximum amount of product (1.0 means a 100% yield; for example, 0.34 means a 34% yield).. This data is from Reaction yield outcomes from USPTO patents with 853,638 reactions. (1) The reactants are FC(F)(F)C(O)=O.[P:8]([O:20][C:21]1[CH:26]=[CH:25][C:24]([NH:27][C:28]2[S:29][CH:30]=[C:31]([C:33]3[CH:38]=[CH:37][N:36]=[CH:35][CH:34]=3)[N:32]=2)=[CH:23][CH:22]=1)([O:15]C(C)(C)C)([O:10]C(C)(C)C)=[O:9]. The catalyst is C(Cl)Cl. The product is [P:8]([OH:15])([OH:10])([O:20][C:21]1[CH:26]=[CH:25][C:24]([NH:27][C:28]2[S:29][CH:30]=[C:31]([C:33]3[CH:38]=[CH:37][N:36]=[CH:35][CH:34]=3)[N:32]=2)=[CH:23][CH:22]=1)=[O:9]. The yield is 0.880. (2) The reactants are [N:1]1[CH:6]=[CH:5][CH:4]=[CH:3][C:2]=1[CH:7]=O.[C:9]([NH2:17])([CH2:12][C:13]([CH3:16])([CH3:15])[CH3:14])([CH3:11])[CH3:10].O. The catalyst is C(Cl)Cl. The product is [CH3:10][C:9](/[N:17]=[CH:7]/[C:2]1[CH:3]=[CH:4][CH:5]=[CH:6][N:1]=1)([CH2:12][C:13]([CH3:16])([CH3:15])[CH3:14])[CH3:11]. The yield is 0.940. (3) The reactants are [CH3:1][C:2]1[NH:7][C:6](=[O:8])[NH:5][C:4](=[O:9])[C:3]=1[CH:10]([CH2:14][CH2:15][CH3:16])[C:11]([OH:13])=[O:12].S(Cl)(Cl)=O.[CH3:21]O. No catalyst specified. The product is [CH3:1][C:2]1[NH:7][C:6](=[O:8])[NH:5][C:4](=[O:9])[C:3]=1[CH:10]([CH2:14][CH2:15][CH3:16])[C:11]([O:13][CH3:21])=[O:12]. The yield is 0.770. (4) The reactants are Cl[C:2]1[N:9]=[CH:8][CH:7]=[CH:6][C:3]=1[C:4]#[N:5].[F:10][C:11]1[CH:16]=[CH:15][C:14](/[CH:17]=[CH:18]/[C:19]2[CH:24]=[CH:23][C:22]([S:25]([O-:27])=[O:26])=[CH:21][CH:20]=2)=[CH:13][CH:12]=1.[Na+]. The catalyst is CS(C)=O. The product is [F:10][C:11]1[CH:12]=[CH:13][C:14](/[CH:17]=[CH:18]/[C:19]2[CH:24]=[CH:23][C:22]([S:25]([C:2]3[N:9]=[CH:8][CH:7]=[CH:6][C:3]=3[C:4]#[N:5])(=[O:27])=[O:26])=[CH:21][CH:20]=2)=[CH:15][CH:16]=1. The yield is 0.470. (5) The reactants are [Li+].CC([N-]C(C)C)C.[Br:9][C:10]1[C:11]([CH3:16])=[N:12][CH:13]=[CH:14][CH:15]=1.[CH2:17]([N:22]1[C:30]2[C:25](=[CH:26][C:27]([CH3:31])=[CH:28][CH:29]=2)[C:24](=[O:32])[C:23]1=[O:33])[CH2:18][CH:19]([CH3:21])[CH3:20]. No catalyst specified. The product is [Br:9][C:10]1[C:11]([CH2:16][C:24]2([OH:32])[C:25]3[C:30](=[CH:29][CH:28]=[C:27]([CH3:31])[CH:26]=3)[N:22]([CH2:17][CH2:18][CH:19]([CH3:20])[CH3:21])[C:23]2=[O:33])=[N:12][CH:13]=[CH:14][CH:15]=1. The yield is 0.0800.